Dataset: Full USPTO retrosynthesis dataset with 1.9M reactions from patents (1976-2016). Task: Predict the reactants needed to synthesize the given product. Given the product [NH2:8][CH2:9][CH2:10][CH2:11][N:12]1[C:21]2[C:22]3[CH:23]=[CH:24][CH:25]=[CH:26][C:27]=3[C:28](=[O:29])[C:20]=2[C:19]2[C:14](=[CH:15][C:16]([NH:30][C:31](=[O:37])[CH2:32][C:33]([O:35][CH3:36])=[O:34])=[CH:17][CH:18]=2)[C:13]1=[O:38], predict the reactants needed to synthesize it. The reactants are: C(OC([NH:8][CH2:9][CH2:10][CH2:11][N:12]1[C:21]2[C:22]3[CH:23]=[CH:24][CH:25]=[CH:26][C:27]=3[C:28](=[O:29])[C:20]=2[C:19]2[C:14](=[CH:15][C:16]([NH:30][C:31](=[O:37])[CH2:32][C:33]([O:35][CH3:36])=[O:34])=[CH:17][CH:18]=2)[C:13]1=[O:38])=O)(C)(C)C.C(O)(C(F)(F)F)=O.